From a dataset of NCI-60 drug combinations with 297,098 pairs across 59 cell lines. Regression. Given two drug SMILES strings and cell line genomic features, predict the synergy score measuring deviation from expected non-interaction effect. (1) Drug 1: C1C(C(OC1N2C=NC3=C(N=C(N=C32)Cl)N)CO)O. Drug 2: CC(C)NC(=O)C1=CC=C(C=C1)CNNC.Cl. Cell line: UACC62. Synergy scores: CSS=57.0, Synergy_ZIP=-2.26, Synergy_Bliss=-3.05, Synergy_Loewe=-45.3, Synergy_HSA=-2.97. (2) Drug 1: CC(CN1CC(=O)NC(=O)C1)N2CC(=O)NC(=O)C2. Drug 2: C1CN(CCN1C(=O)CCBr)C(=O)CCBr. Cell line: A498. Synergy scores: CSS=23.9, Synergy_ZIP=-6.21, Synergy_Bliss=2.62, Synergy_Loewe=1.71, Synergy_HSA=2.25. (3) Drug 1: CC1OCC2C(O1)C(C(C(O2)OC3C4COC(=O)C4C(C5=CC6=C(C=C35)OCO6)C7=CC(=C(C(=C7)OC)O)OC)O)O. Drug 2: C1CN1P(=S)(N2CC2)N3CC3. Cell line: SNB-75. Synergy scores: CSS=15.4, Synergy_ZIP=-5.46, Synergy_Bliss=-1.98, Synergy_Loewe=-0.935, Synergy_HSA=0.181. (4) Drug 1: CC1=CC=C(C=C1)C2=CC(=NN2C3=CC=C(C=C3)S(=O)(=O)N)C(F)(F)F. Drug 2: C1C(C(OC1N2C=C(C(=O)NC2=O)F)CO)O. Cell line: LOX IMVI. Synergy scores: CSS=18.3, Synergy_ZIP=4.84, Synergy_Bliss=6.93, Synergy_Loewe=-30.5, Synergy_HSA=3.00. (5) Drug 1: CC1=C(C=C(C=C1)NC(=O)C2=CC=C(C=C2)CN3CCN(CC3)C)NC4=NC=CC(=N4)C5=CN=CC=C5. Drug 2: C(CCl)NC(=O)N(CCCl)N=O. Cell line: MOLT-4. Synergy scores: CSS=17.7, Synergy_ZIP=-7.92, Synergy_Bliss=1.08, Synergy_Loewe=2.61, Synergy_HSA=2.68. (6) Drug 1: CN1CCC(CC1)COC2=C(C=C3C(=C2)N=CN=C3NC4=C(C=C(C=C4)Br)F)OC. Drug 2: C1=CC(=CC=C1C#N)C(C2=CC=C(C=C2)C#N)N3C=NC=N3. Cell line: NCI-H226. Synergy scores: CSS=5.97, Synergy_ZIP=-3.37, Synergy_Bliss=0.434, Synergy_Loewe=-2.42, Synergy_HSA=0.638. (7) Drug 1: CC(CN1CC(=O)NC(=O)C1)N2CC(=O)NC(=O)C2. Drug 2: CN(CC1=CN=C2C(=N1)C(=NC(=N2)N)N)C3=CC=C(C=C3)C(=O)NC(CCC(=O)O)C(=O)O. Cell line: RXF 393. Synergy scores: CSS=10.8, Synergy_ZIP=-7.76, Synergy_Bliss=-2.76, Synergy_Loewe=-4.25, Synergy_HSA=-0.102.